Predict the reactants needed to synthesize the given product. From a dataset of Full USPTO retrosynthesis dataset with 1.9M reactions from patents (1976-2016). (1) Given the product [Cl:1][C:2]1[C:3]([CH3:14])=[C:4]([Cl:13])[C:5]2[O:10][CH2:9][C:8](=[O:11])[N:7]([CH2:24][CH2:23][CH2:22][Cl:21])[C:6]=2[CH:12]=1, predict the reactants needed to synthesize it. The reactants are: [Cl:1][C:2]1[C:3]([CH3:14])=[C:4]([Cl:13])[C:5]2[O:10][CH2:9][C:8](=[O:11])[NH:7][C:6]=2[CH:12]=1.C([O-])([O-])=O.[Cs+].[Cs+].[Cl:21][CH2:22][CH2:23][CH2:24]I. (2) The reactants are: [CH:1](OCC)(OCC)OCC.[CH3:11][NH:12][C:13]([C:15]1[C:20]([NH2:21])=[N:19][CH:18]=[C:17]([Br:22])[N:16]=1)=[O:14]. Given the product [Br:22][C:17]1[N:16]=[C:15]2[C:20](=[N:19][CH:18]=1)[N:21]=[CH:11][N:12]([CH3:1])[C:13]2=[O:14], predict the reactants needed to synthesize it. (3) Given the product [CH:1]([N:14]1[CH2:17][CH:16]([O:18][CH:23]([C:24]2[CH:25]=[CH:26][C:27]([Cl:30])=[CH:28][CH:29]=2)[C:22]2[CH:32]=[CH:33][CH:34]=[CH:35][C:21]=2[C:20]([F:37])([F:36])[F:19])[CH2:15]1)([C:8]1[CH:13]=[CH:12][CH:11]=[CH:10][CH:9]=1)[C:2]1[CH:3]=[CH:4][CH:5]=[CH:6][CH:7]=1, predict the reactants needed to synthesize it. The reactants are: [CH:1]([N:14]1[CH2:17][CH:16]([OH:18])[CH2:15]1)([C:8]1[CH:13]=[CH:12][CH:11]=[CH:10][CH:9]=1)[C:2]1[CH:7]=[CH:6][CH:5]=[CH:4][CH:3]=1.[F:19][C:20]([F:37])([F:36])[C:21]1[CH:35]=[CH:34][CH:33]=[CH:32][C:22]=1[CH:23](O)[C:24]1[CH:29]=[CH:28][C:27]([Cl:30])=[CH:26][CH:25]=1.C(N1CC(OC(C2C=CC(Cl)=CC=2)C2C=CC(Cl)=CC=2Cl)C1)(C1C=CC=CC=1)C1C=CC=CC=1. (4) Given the product [C:14]([O:17][C:18](=[O:19])[NH:12][CH2:11][CH2:10][C:6]1[CH:7]=[CH:8][CH:9]=[C:4]([N+:1]([O-:3])=[O:2])[CH:5]=1)([CH3:16])([CH3:15])[CH3:13], predict the reactants needed to synthesize it. The reactants are: [N+:1]([C:4]1[CH:5]=[C:6]([CH2:10][CH2:11][NH2:12])[CH:7]=[CH:8][CH:9]=1)([O-:3])=[O:2].[CH3:13][C:14]([O:17][C:18](O[C:18]([O:17][C:14]([CH3:16])([CH3:15])[CH3:13])=[O:19])=[O:19])([CH3:16])[CH3:15].